The task is: Predict the reactants needed to synthesize the given product.. This data is from Full USPTO retrosynthesis dataset with 1.9M reactions from patents (1976-2016). (1) Given the product [C:1]([O:5][C:6]([N:8]1[C:16]2[C:11](=[CH:12][C:13]([OH:17])=[CH:14][CH:15]=2)[CH2:10][CH2:9]1)=[O:7])([CH3:4])([CH3:2])[CH3:3], predict the reactants needed to synthesize it. The reactants are: [C:1]([O:5][C:6]([N:8]1[C:16]2[C:11](=[CH:12][C:13]([O:17]CC3C=CC=CC=3)=[CH:14][CH:15]=2)[CH2:10][CH2:9]1)=[O:7])([CH3:4])([CH3:3])[CH3:2]. (2) Given the product [NH2:1][C:2]1[NH:3][C:4](=[O:27])[C:5]2[S:10][C:9](=[O:11])[N:8]([C@H:12]3[C@@H:16]([OH:17])[CH2:15][C@@H:14]([CH2:18][O:19][Si:20]([C:23]([CH3:25])([CH3:24])[CH3:26])([CH3:22])[CH3:21])[O:13]3)[C:6]=2[N:7]=1, predict the reactants needed to synthesize it. The reactants are: [NH2:1][C:2]1[NH:3][C:4](=[O:27])[C:5]2[S:10][C:9](=[O:11])[N:8]([C@H:12]3[C:16](=[O:17])[CH2:15][C@@H:14]([CH2:18][O:19][Si:20]([C:23]([CH3:26])([CH3:25])[CH3:24])([CH3:22])[CH3:21])[O:13]3)[C:6]=2[N:7]=1.[H-].C(O[Al](OC(C)(C)C)OC(C)(C)C)(C)(C)C.[Li+]. (3) Given the product [Br:1][C:2]1[CH:3]=[C:4]([CH:9]=[C:10]([C:12]([N:14]2[CH2:18][CH2:17][CH2:16][CH2:15]2)=[O:13])[CH:11]=1)[C:5]([OH:7])=[O:6], predict the reactants needed to synthesize it. The reactants are: [Br:1][C:2]1[CH:3]=[C:4]([CH:9]=[C:10]([C:12]([N:14]2[CH2:18][CH2:17][CH2:16][CH2:15]2)=[O:13])[CH:11]=1)[C:5]([O:7]C)=[O:6].[OH-].[Li+].CO. (4) Given the product [CH3:18][O:1][CH2:2][C@@H:3]1[CH2:8][CH2:7][CH2:6][N:5]([C:9]([O:11][C:12]([CH3:15])([CH3:14])[CH3:13])=[O:10])[CH2:4]1, predict the reactants needed to synthesize it. The reactants are: [OH:1][CH2:2][C@@H:3]1[CH2:8][CH2:7][CH2:6][N:5]([C:9]([O:11][C:12]([CH3:15])([CH3:14])[CH3:13])=[O:10])[CH2:4]1.[H-].[Na+].[CH3:18]I.O. (5) Given the product [C:1]([O:5][C:6]([N:8]1[CH2:13][CH2:12][N:11]([C:14]2[N:22]=[C:21]3[C:17]([N:18]=[C:19]([C:23]4[C:24](=[O:30])[NH:25][CH:26]=[CH:27][C:28]=4[Cl:33])[NH:20]3)=[C:16]([CH3:32])[N:15]=2)[CH2:10][CH2:9]1)=[O:7])([CH3:4])([CH3:3])[CH3:2], predict the reactants needed to synthesize it. The reactants are: [C:1]([O:5][C:6]([N:8]1[CH2:13][CH2:12][N:11]([C:14]2[N:22]=[C:21]3[C:17]([N:18]=[C:19]([C:23]4[C:24]([O:30]C)=[N:25][CH:26]=[CH:27][C:28]=4I)[NH:20]3)=[C:16]([CH3:32])[N:15]=2)[CH2:10][CH2:9]1)=[O:7])([CH3:4])([CH3:3])[CH3:2].[ClH:33].C(N(CC)CC)C.C(OC(OC(C)(C)C)=O)(OC(C)(C)C)=O.C([O-])(O)=O.[Na+]. (6) Given the product [CH:1]1([CH2:4][O:5][C:9]2[C:14]([I:15])=[CH:13][CH:12]=[CH:11][N:10]=2)[CH2:3][CH2:2]1, predict the reactants needed to synthesize it. The reactants are: [CH:1]1([CH2:4][OH:5])[CH2:3][CH2:2]1.[H-].[Na+].F[C:9]1[C:14]([I:15])=[CH:13][CH:12]=[CH:11][N:10]=1.[NH4+].[Cl-].